From a dataset of Full USPTO retrosynthesis dataset with 1.9M reactions from patents (1976-2016). Predict the reactants needed to synthesize the given product. Given the product [CH3:23][O:24]/[C:25](=[CH:30]\[C:31]1[CH:36]=[CH:35][C:34]([C:37]2[CH:42]=[CH:41][CH:40]=[C:39]([N:43]([CH3:44])[C:2]([O:4][C:5]3[CH:10]=[CH:9][C:8]([N+:11]([O-:13])=[O:12])=[CH:7][CH:6]=3)=[O:3])[CH:38]=2)=[CH:33][CH:32]=1)/[C:26]([O:28][CH3:29])=[O:27], predict the reactants needed to synthesize it. The reactants are: Cl[C:2]([O:4][C:5]1[CH:10]=[CH:9][C:8]([N+:11]([O-:13])=[O:12])=[CH:7][CH:6]=1)=[O:3].C(N(C(C)C)CC)(C)C.[CH3:23][O:24]/[C:25](=[CH:30]\[C:31]1[CH:36]=[CH:35][C:34]([C:37]2[CH:42]=[CH:41][CH:40]=[C:39]([NH:43][CH3:44])[CH:38]=2)=[CH:33][CH:32]=1)/[C:26]([O:28][CH3:29])=[O:27].